This data is from Full USPTO retrosynthesis dataset with 1.9M reactions from patents (1976-2016). The task is: Predict the reactants needed to synthesize the given product. (1) Given the product [CH2:53]([O:60][C:61](=[O:73])[NH:62][C:63]([C:65]1[CH:66]=[CH:67][C:68]([CH2:71][NH:72][C:17](=[O:19])[CH:16]([C:3]2[C:4]([F:15])=[CH:5][C:6]([C:8](=[O:14])[NH:9][CH2:10][CH:11]([CH3:12])[CH3:13])=[CH:7][C:2]=2[F:1])[O:20][CH2:21][CH3:22])=[CH:69][CH:70]=1)=[NH:64])[C:54]1[CH:59]=[CH:58][CH:57]=[CH:56][CH:55]=1, predict the reactants needed to synthesize it. The reactants are: [F:1][C:2]1[CH:7]=[C:6]([C:8](=[O:14])[NH:9][CH2:10][CH:11]([CH3:13])[CH3:12])[CH:5]=[C:4]([F:15])[C:3]=1[CH:16]([O:20][CH2:21][CH3:22])[C:17]([OH:19])=O.F[B-](F)(F)F.N1(OC(N(C)C)=[N+](C)C)C2C=CC=CC=2N=N1.CCOC(C)=O.Cl.Cl.[CH2:53]([O:60][C:61](=[O:73])[NH:62][C:63]([C:65]1[CH:70]=[CH:69][C:68]([CH2:71][NH2:72])=[CH:67][CH:66]=1)=[NH:64])[C:54]1[CH:59]=[CH:58][CH:57]=[CH:56][CH:55]=1. (2) Given the product [Cl:19][C:16]1[CH:17]=[CH:18][C:13]([CH:11]([N:10]2[C:9]3[C:4](=[N:5][C:6]([C:26]#[N:27])=[N:7][C:8]=3[NH:20][C@@H:21]([CH:23]3[CH2:25][CH2:24]3)[CH3:22])[N:3]=[C:2]2[C:30]2[CH:29]=[C:28]([CH3:37])[CH:33]=[CH:32][CH:31]=2)[CH3:12])=[CH:14][CH:15]=1, predict the reactants needed to synthesize it. The reactants are: Br[C:2]1[N:10]([CH:11]([C:13]2[CH:18]=[CH:17][C:16]([Cl:19])=[CH:15][CH:14]=2)[CH3:12])[C:9]2[C:4](=[N:5][C:6]([C:26]#[N:27])=[N:7][C:8]=2[NH:20][C@@H:21]([CH:23]2[CH2:25][CH2:24]2)[CH3:22])[N:3]=1.[C:28]1([CH3:37])[CH:33]=[CH:32][CH:31]=[C:30](B(O)O)[CH:29]=1.C([O-])([O-])=O.[Na+].[Na+].O1CCOCC1. (3) Given the product [Cl:1][C:2]1[CH:3]=[N:4][C:5]2[C:10]([CH:11]=1)=[CH:9][C:8]([CH:12]=[N:15][OH:16])=[CH:7][CH:6]=2, predict the reactants needed to synthesize it. The reactants are: [Cl:1][C:2]1[CH:3]=[N:4][C:5]2[C:10]([CH:11]=1)=[CH:9][C:8]([CH:12]=O)=[CH:7][CH:6]=2.Cl.[NH2:15][OH:16]. (4) Given the product [Br:1][C:2]1[CH:3]=[C:4]([CH:17]=[CH:18][CH:19]=1)[CH2:5][C:6]1[N:7]=[C:8]([C:12]([OH:14])=[O:13])[S:9][C:10]=1[CH3:11], predict the reactants needed to synthesize it. The reactants are: [Br:1][C:2]1[CH:3]=[C:4]([CH:17]=[CH:18][CH:19]=1)[CH2:5][C:6]1[N:7]=[C:8]([C:12]([O:14]CC)=[O:13])[S:9][C:10]=1[CH3:11].O[Li].O.Cl.